This data is from Reaction yield outcomes from USPTO patents with 853,638 reactions. The task is: Predict the reaction yield, written as a fraction of the theoretical maximum amount of product (1.0 means a 100% yield; for example, 0.34 means a 34% yield). (1) The reactants are C([Li])CCC.[S:6]1[CH:10]=[CH:9][N:8]=[CH:7]1.[O:11]=[C:12]1[CH2:16][CH2:15][N:14]([C:17]([O:19][C:20]([CH3:23])([CH3:22])[CH3:21])=[O:18])[CH2:13]1. The catalyst is CCCCCC.C1COCC1. The product is [OH:11][C:12]1([C:7]2[S:6][CH:10]=[CH:9][N:8]=2)[CH2:16][CH2:15][N:14]([C:17]([O:19][C:20]([CH3:23])([CH3:22])[CH3:21])=[O:18])[CH2:13]1. The yield is 0.700. (2) The reactants are [C:1]([O:5][C@@H:6]([C:12]1[C:13]([CH3:56])=[N:14][C:15]2[N:16]([N:50]=[C:51]([C:53](O)=[O:54])[CH:52]=2)[C:17]=1[N:18]1[CH2:23][CH2:22][C:21]([O:25][CH2:26][CH2:27][CH2:28][CH2:29][C@H:30]([O:32][Si:33]([C:46]([CH3:49])([CH3:48])[CH3:47])([C:40]2[CH:45]=[CH:44][CH:43]=[CH:42][CH:41]=2)[C:34]2[CH:39]=[CH:38][CH:37]=[CH:36][CH:35]=2)[CH3:31])([CH3:24])[CH2:20][CH2:19]1)[C:7]([O:9][CH2:10][CH3:11])=[O:8])([CH3:4])([CH3:3])[CH3:2].CCN(CC)CC.ClC(OC(C)C)=O.C1(C)C=CC=CC=1.[BH4-].[Na+]. The catalyst is C1COCC1.O. The product is [C:1]([O:5][C@@H:6]([C:12]1[C:13]([CH3:56])=[N:14][C:15]2[N:16]([N:50]=[C:51]([CH2:53][OH:54])[CH:52]=2)[C:17]=1[N:18]1[CH2:23][CH2:22][C:21]([O:25][CH2:26][CH2:27][CH2:28][CH2:29][C@H:30]([O:32][Si:33]([C:46]([CH3:49])([CH3:48])[CH3:47])([C:40]2[CH:41]=[CH:42][CH:43]=[CH:44][CH:45]=2)[C:34]2[CH:35]=[CH:36][CH:37]=[CH:38][CH:39]=2)[CH3:31])([CH3:24])[CH2:20][CH2:19]1)[C:7]([O:9][CH2:10][CH3:11])=[O:8])([CH3:2])([CH3:3])[CH3:4]. The yield is 0.656. (3) The reactants are [C:1]([O:5][C:6]([N:8]1[CH2:13][CH2:12][C@H:11]([OH:14])[C@H:10]([F:15])[CH2:9]1)=[O:7])([CH3:4])([CH3:3])[CH3:2].[H-].[Na+].S(OC)(O[CH3:22])(=O)=O. The catalyst is O1CCCC1.O. The product is [C:1]([O:5][C:6]([N:8]1[CH2:13][CH2:12][C@H:11]([O:14][CH3:22])[C@H:10]([F:15])[CH2:9]1)=[O:7])([CH3:4])([CH3:2])[CH3:3]. The yield is 1.00. (4) The product is [C:1]([NH:5][C:6]([C:8]1[C:16]2[C:11](=[N:12][CH:13]=[C:14]([NH:17][C:18]3[C:19]([CH3:24])=[N:20][N:21]([CH3:23])[CH:22]=3)[N:15]=2)[NH:10][CH:9]=1)=[O:7])([CH3:4])([CH3:3])[CH3:2]. The reactants are [C:1]([NH:5][C:6]([C:8]1[C:16]2[C:11](=[N:12][CH:13]=[C:14]([NH:17][C:18]3[C:19]([CH3:24])=[N:20][N:21]([CH3:23])[CH:22]=3)[N:15]=2)[N:10](COCC[Si](C)(C)C)[CH:9]=1)=[O:7])([CH3:4])([CH3:3])[CH3:2].FC(F)(F)C(O)=O. The yield is 0.630. The catalyst is ClCCl. (5) The reactants are [CH3:1][S:2]([C:5]1[CH:10]=[CH:9][C:8]([C:11]2[N:16]=[CH:15][C:14]([O:17][CH2:18][CH:19]3[CH2:24][CH2:23][N:22]([C:25]([O:27][C:28](C)([CH3:30])[CH3:29])=[O:26])[CH2:21][CH2:20]3)=[CH:13][N:12]=2)=[CH:7][CH:6]=1)(=[O:4])=[O:3].C(O)(C(F)(F)F)=O.C(N(C(C)C)CC)(C)C.ClC(OC(C)C)=O. The catalyst is C(Cl)Cl. The product is [CH3:1][S:2]([C:5]1[CH:10]=[CH:9][C:8]([C:11]2[N:16]=[CH:15][C:14]([O:17][CH2:18][CH:19]3[CH2:24][CH2:23][N:22]([C:25]([O:27][CH:28]([CH3:30])[CH3:29])=[O:26])[CH2:21][CH2:20]3)=[CH:13][N:12]=2)=[CH:7][CH:6]=1)(=[O:4])=[O:3]. The yield is 0.920. (6) The reactants are [Cl:1][C:2]1[C:23]([Cl:24])=[CH:22][C:5]2[N:6]([CH2:14][O:15][CH2:16][CH2:17][Si:18]([CH3:21])([CH3:20])[CH3:19])[C:7]([CH2:9][CH2:10][CH2:11][CH2:12][OH:13])=[N:8][C:4]=2[CH:3]=1.CC(OI1(OC(C)=O)(OC(C)=O)OC(=O)C2C=CC=CC1=2)=O. The catalyst is C(Cl)Cl. The product is [Cl:1][C:2]1[C:23]([Cl:24])=[CH:22][C:5]2[N:6]([CH2:14][O:15][CH2:16][CH2:17][Si:18]([CH3:21])([CH3:20])[CH3:19])[C:7]([CH2:9][CH2:10][CH2:11][CH:12]=[O:13])=[N:8][C:4]=2[CH:3]=1. The yield is 0.590. (7) The reactants are [C:1]1([C:17]2[CH:22]=[CH:21][CH:20]=[CH:19][CH:18]=2)[CH:6]=[CH:5][C:4]([CH:7]([CH2:11][CH:12]2[CH2:16][CH2:15][CH2:14][CH2:13]2)[C:8](O)=[O:9])=[CH:3][CH:2]=1.F[P-](F)(F)(F)(F)F.N1(O[P+](N(C)C)(N(C)C)N(C)C)C2C=CC=CC=2N=N1.C(N(CC)CC)C.[NH2:57][C:58]1[S:59][CH:60]=[CH:61][N:62]=1. The catalyst is CN(C)C=O. The product is [C:1]1([C:17]2[CH:18]=[CH:19][CH:20]=[CH:21][CH:22]=2)[CH:6]=[CH:5][C:4]([CH:7]([CH2:11][CH:12]2[CH2:13][CH2:14][CH2:15][CH2:16]2)[C:8]([NH:57][C:58]2[S:59][CH:60]=[CH:61][N:62]=2)=[O:9])=[CH:3][CH:2]=1. The yield is 0.660. (8) The product is [Cl:1][C:2]1[CH:7]=[CH:6][C:5]([C:8](=[N:18][O:16][CH3:17])[CH2:9][CH2:10][C:11]([O:13][CH2:25][CH3:26])=[O:12])=[CH:4][CH:3]=1. The yield is 0.706. No catalyst specified. The reactants are [Cl:1][C:2]1[CH:7]=[CH:6][C:5]([C:8](=O)[CH2:9][CH2:10][C:11]([OH:13])=[O:12])=[CH:4][CH:3]=1.Cl.[O:16]([NH2:18])[CH3:17].C(=O)([O-])[O-].[Na+].[Na+].[CH2:25](O)[CH3:26]. (9) The reactants are CCN(C(C)C)C(C)C.[CH3:10][C:11]([Si:14]([CH3:38])([CH3:37])[O:15][CH2:16][C@@H:17]([O:19][C:20]1[CH:21]=[C:22]([CH:26]=[C:27]([O:29][CH2:30][C:31]2[CH:36]=[CH:35][CH:34]=[CH:33][CH:32]=2)[CH:28]=1)[C:23]([OH:25])=O)[CH3:18])([CH3:13])[CH3:12].CN(C(ON1N=NC2C=CC=NC1=2)=[N+](C)C)C.F[P-](F)(F)(F)(F)F.[CH3:63][CH:64]([N:66]1[CH:70]=[CH:69][C:68]([NH2:71])=[N:67]1)[CH3:65]. The product is [CH3:12][C:11]([Si:14]([CH3:38])([CH3:37])[O:15][CH2:16][C@@H:17]([O:19][C:20]1[CH:21]=[C:22]([CH:26]=[C:27]([O:29][CH2:30][C:31]2[CH:32]=[CH:33][CH:34]=[CH:35][CH:36]=2)[CH:28]=1)[C:23]([NH:71][C:68]1[CH:69]=[CH:70][N:66]([CH:64]([CH3:65])[CH3:63])[N:67]=1)=[O:25])[CH3:18])([CH3:13])[CH3:10]. The yield is 0.650. The catalyst is CN(C=O)C. (10) The reactants are I.[CH3:2][O:3][C:4]([C:6]1[C:7]2[C:8]([CH2:15]N(C)C)=[CH:9][NH:10][C:11]=2[CH:12]=[CH:13][CH:14]=1)=[O:5].S(OC)(OC)(=O)=O.C[O-].[Na+].[N+:29]([CH:32]([CH3:34])[CH3:33])([O-:31])=[O:30]. The catalyst is CO.C(OCC)(=O)C.[NH4+].[Cl-]. The product is [CH3:2][O:3][C:4]([C:6]1[C:7]2[C:8]([CH2:15][C:32]([CH3:34])([N+:29]([O-:31])=[O:30])[CH3:33])=[CH:9][NH:10][C:11]=2[CH:12]=[CH:13][CH:14]=1)=[O:5]. The yield is 1.00.